The task is: Predict the reactants needed to synthesize the given product.. This data is from Full USPTO retrosynthesis dataset with 1.9M reactions from patents (1976-2016). (1) Given the product [C:14]([C:2]1[CH:11]=[CH:10][C:5]([C:6]([O:8][CH3:9])=[O:7])=[C:4]([O:12][CH3:13])[CH:3]=1)(=[O:18])[CH3:15], predict the reactants needed to synthesize it. The reactants are: Br[C:2]1[CH:11]=[CH:10][C:5]([C:6]([O:8][CH3:9])=[O:7])=[C:4]([O:12][CH3:13])[CH:3]=1.[CH2:14]([O:18]C=C)[CH2:15]CC.C(=O)([O-])[O-].[K+].[K+].Cl. (2) Given the product [Br:1][C:2]1[CH:3]=[C:4]2[C:9](=[CH:10][CH:11]=1)[N:8]=[C:7]([C:12]1[CH:13]=[N:14][CH:15]=[CH:16][CH:17]=1)[N:6]=[C:5]2[NH:18][C:19](=[O:21])[CH3:20], predict the reactants needed to synthesize it. The reactants are: [Br:1][C:2]1[CH:3]=[C:4]2[C:9](=[CH:10][CH:11]=1)[N:8]=[C:7]([C:12]1[CH:13]=[N:14][CH:15]=[CH:16][CH:17]=1)[N:6]=[C:5]2[NH2:18].[C:19](OC(=O)C)(=[O:21])[CH3:20]. (3) Given the product [NH2:18][C:14]1[CH:15]=[C:16]([Cl:17])[N:12]([CH2:11][C:9]2[N:10]=[C:5]3[S:4][C:3]([CH3:22])=[C:2]([Br:1])[N:6]3[C:7](=[O:21])[CH:8]=2)[N:13]=1, predict the reactants needed to synthesize it. The reactants are: [Br:1][C:2]1[N:6]2[C:7](=[O:21])[CH:8]=[C:9]([CH2:11][N:12]3[C:16]([Cl:17])=[CH:15][C:14]([N+:18]([O-])=O)=[N:13]3)[N:10]=[C:5]2[S:4][C:3]=1[CH3:22].[Cl-].[NH4+]. (4) Given the product [C:29]([C:33]1[N:37]=[C:36]2[C:38]([C:39]#[N:40])=[CH:45][C:44]([C:50]3[CH:55]=[CH:54][CH:53]=[CH:52][CH:51]=3)=[C:43]([OH:42])[N:35]2[N:34]=1)([CH3:32])([CH3:30])[CH3:31], predict the reactants needed to synthesize it. The reactants are: CCCCCCC.O1CCCC1.C(C1C=CC=CC=1)C.C([N-]C(C)C)(C)C.[Li+].[C:29]([C:33]1[N:37]=[C:36]([CH2:38][C:39]#[N:40])[NH:35][N:34]=1)([CH3:32])([CH3:31])[CH3:30].C[O:42][CH:43]=[C:44]([C:50]1[CH:55]=[CH:54][CH:53]=[CH:52][CH:51]=1)[C:45](OCC)=O.[Cl-].[NH4+]. (5) Given the product [CH3:19][C:20]1[CH:25]=[CH:24][C:23]([O:26][C:27]2[CH:28]=[C:29]([CH2:30][NH:31][C:11](=[O:13])[C:10]3[CH:14]=[CH:15][C:16]([CH3:18])=[N:17][C:9]=3[NH2:8])[CH:32]=[CH:33][CH:34]=2)=[CH:22][CH:21]=1, predict the reactants needed to synthesize it. The reactants are: C(N(CC)CC)C.[NH2:8][C:9]1[N:17]=[C:16]([CH3:18])[CH:15]=[CH:14][C:10]=1[C:11]([OH:13])=O.[CH3:19][C:20]1[CH:25]=[CH:24][C:23]([O:26][C:27]2[CH:28]=[C:29]([CH:32]=[CH:33][CH:34]=2)[CH2:30][NH2:31])=[CH:22][CH:21]=1.CN([P+](ON1N=NC2C=CC=CC1=2)(N(C)C)N(C)C)C.F[P-](F)(F)(F)(F)F. (6) Given the product [NH:11]([C:2]1[NH:7][C:6](=[O:8])[N:5]([CH3:9])[C:4](=[O:10])[CH:3]=1)[NH2:12], predict the reactants needed to synthesize it. The reactants are: Cl[C:2]1[NH:7][C:6](=[O:8])[N:5]([CH3:9])[C:4](=[O:10])[CH:3]=1.[NH2:11][NH2:12].